Dataset: Full USPTO retrosynthesis dataset with 1.9M reactions from patents (1976-2016). Task: Predict the reactants needed to synthesize the given product. (1) Given the product [S:12](=[N:15][CH:16]=[O:17])(=[O:14])=[O:13].[Cl:1][C:2]1[CH:3]=[C:4]([S:9]([CH2:21][N+:20]#[C-:19])(=[O:11])=[O:10])[CH:5]=[C:6]([Cl:8])[CH:7]=1, predict the reactants needed to synthesize it. The reactants are: [Cl:1][C:2]1[CH:3]=[C:4]([S:9]([O-:11])=[O:10])[CH:5]=[C:6]([Cl:8])[CH:7]=1.[S:12](=[N:15][CH:16]=[O:17])(=[O:14])=[O:13].C[CH2:19][N:20](CC)[CH2:21]C. (2) The reactants are: [Br:1]Br.[F:3][C:4]1([CH2:12][C:13]([C:15]2[CH:20]=[CH:19][CH:18]=[CH:17][CH:16]=2)=[O:14])[CH:9]=[CH:8][N:7]=[C:6]([S:10][CH3:11])[NH:5]1. Given the product [F:3][C:4]1([CH:12]([Br:1])[C:13]([C:15]2[CH:20]=[CH:19][CH:18]=[CH:17][CH:16]=2)=[O:14])[CH:9]=[CH:8][N:7]=[C:6]([S:10][CH3:11])[NH:5]1, predict the reactants needed to synthesize it. (3) Given the product [CH:1](=[O:15])[CH2:2][CH2:3][CH2:4][CH2:5][CH2:6][CH2:7][CH2:8][CH2:9][CH2:10][CH2:11][CH2:12][CH2:13][CH3:14], predict the reactants needed to synthesize it. The reactants are: [CH2:1]([OH:15])[CH2:2][CH2:3][CH2:4][CH2:5][CH2:6][CH2:7][CH2:8][CH2:9][CH2:10][CH2:11][CH2:12][CH2:13][CH3:14].ClN1C(=O)N(Cl)C(=O)N(Cl)C1=O. (4) Given the product [CH3:30][N:25]([CH2:24][CH2:23][CH2:22][C@@:13]1([C:16]2[CH:21]=[CH:20][CH:19]=[CH:18][CH:17]=2)[O:12][C:11](=[O:31])[N:10]([C@H:8]([C:5]2[CH:6]=[CH:7][C:2]([C:37]3[CH:36]=[CH:35][N:34]=[C:33]([CH3:32])[CH:38]=3)=[CH:3][CH:4]=2)[CH3:9])[CH2:15][CH2:14]1)[S:26]([CH3:29])(=[O:28])=[O:27], predict the reactants needed to synthesize it. The reactants are: Br[C:2]1[CH:7]=[CH:6][C:5]([C@@H:8]([N:10]2[CH2:15][CH2:14][C@:13]([CH2:22][CH2:23][CH2:24][N:25]([CH3:30])[S:26]([CH3:29])(=[O:28])=[O:27])([C:16]3[CH:21]=[CH:20][CH:19]=[CH:18][CH:17]=3)[O:12][C:11]2=[O:31])[CH3:9])=[CH:4][CH:3]=1.[CH3:32][C:33]1[CH:38]=[C:37](B(O)O)[CH:36]=[CH:35][N:34]=1. (5) Given the product [C:1]([C:5]1[CH:6]=[C:7]([NH2:16])[C:8]([O:14][CH3:15])=[C:9]([NH2:11])[CH:10]=1)([CH3:4])([CH3:2])[CH3:3], predict the reactants needed to synthesize it. The reactants are: [C:1]([C:5]1[CH:6]=[C:7]([N+:16]([O-])=O)[C:8]([O:14][CH3:15])=[C:9]([N+:11]([O-])=O)[CH:10]=1)([CH3:4])([CH3:3])[CH3:2].C([O-])=O.[NH4+]. (6) Given the product [CH:1]1([C@H:7]([NH:12][C:13]([C:15]2[CH:20]=[CH:19][C:18]([F:21])=[CH:17][C:16]=2[NH:22][C:23]([NH:25][C:26]2[C:31]([CH3:32])=[CH:30][C:29]([CH2:33][CH2:34][CH2:35][CH2:36][CH3:37])=[CH:28][C:27]=2[CH3:38])=[O:24])=[O:14])[C:8]([O:10][CH3:11])=[O:9])[CH2:6][CH2:5][CH2:4][CH2:3][CH2:2]1, predict the reactants needed to synthesize it. The reactants are: [CH:1]1([C@H:7]([NH:12][C:13]([C:15]2[CH:20]=[CH:19][C:18]([F:21])=[CH:17][C:16]=2[NH:22][C:23]([NH:25][C:26]2[C:31]([CH3:32])=[CH:30][C:29](/[CH:33]=[CH:34]/[CH2:35][CH2:36][CH3:37])=[CH:28][C:27]=2[CH3:38])=[O:24])=[O:14])[C:8]([O:10][CH3:11])=[O:9])[CH2:6][CH2:5][CH2:4][CH2:3][CH2:2]1.[H][H].